From a dataset of Full USPTO retrosynthesis dataset with 1.9M reactions from patents (1976-2016). Predict the reactants needed to synthesize the given product. (1) Given the product [CH2:17]([C:12]1([CH2:11][CH2:10][OH:9])[O:16][CH2:15][CH2:14][O:13]1)[CH3:18], predict the reactants needed to synthesize it. The reactants are: [H-].[Al+3].[Li+].[H-].[H-].[H-].C([O:9][C:10](=O)[CH2:11][C:12]1([CH2:17][CH3:18])[O:16][CH2:15][CH2:14][O:13]1)C.[OH-].[Na+].S([O-])([O-])(=O)=O.[Mg+2]. (2) Given the product [C:33]([N:28]1[CH2:29][CH2:30][N:31]([C:9]2[CH:8]=[CH:7][C:3]([C:4]([NH2:6])=[O:5])=[C:2]([O:25][C:22]3[CH:21]=[CH:20][C:19]([O:12][C:13]4[CH:18]=[CH:17][CH:16]=[CH:15][CH:14]=4)=[CH:24][CH:23]=3)[N:10]=2)[CH2:32][C:27]1([CH3:26])[CH3:40])(=[O:35])[CH:41]=[CH2:42], predict the reactants needed to synthesize it. The reactants are: Cl[C:2]1[N:10]=[C:9](Cl)[CH:8]=[CH:7][C:3]=1[C:4]([NH2:6])=[O:5].[O:12]([C:19]1[CH:24]=[CH:23][C:22]([OH:25])=[CH:21][CH:20]=1)[C:13]1[CH:18]=[CH:17][CH:16]=[CH:15][CH:14]=1.[CH3:26][C:27]1([CH3:40])[CH2:32][NH:31][CH2:30][CH2:29][N:28]1[C:33]([O:35]C(C)(C)C)=O.[C:41](O)(=O)[CH:42]=C.